From a dataset of Forward reaction prediction with 1.9M reactions from USPTO patents (1976-2016). Predict the product of the given reaction. (1) Given the reactants Cl.[Cl:2][C:3]1[N:4]=[N:5][C:6]([NH:9][NH2:10])=[CH:7][CH:8]=1.[CH3:11][C:12]1[CH:13]=[CH:14][C:15]([C:18](=O)[CH2:19][C:20](=O)[C:21]([O:23][CH2:24][CH3:25])=[O:22])=[N:16][CH:17]=1.[OH-].[Na+], predict the reaction product. The product is: [Cl:2][C:3]1[N:4]=[N:5][C:6]([N:9]2[C:18]([C:15]3[CH:14]=[CH:13][C:12]([CH3:11])=[CH:17][N:16]=3)=[CH:19][C:20]([C:21]([O:23][CH2:24][CH3:25])=[O:22])=[N:10]2)=[CH:7][CH:8]=1. (2) The product is: [CH3:1][O:2][C:3]1[N:8]=[C:7]([C:9]2[C:17]3[C:16]([NH:18][C@H:19]([C:21]4[N:26]([C:27]5[CH:32]=[CH:31][CH:30]=[CH:29][CH:28]=5)[C:25](=[O:33])[C:24]5=[C:34]([CH3:37])[CH:35]=[CH:36][N:23]5[N:22]=4)[CH3:20])=[N:15][CH:14]=[N:13][C:12]=3[NH:11][CH:10]=2)[CH:6]=[CH:5][CH:4]=1. Given the reactants [CH3:1][O:2][C:3]1[N:8]=[C:7]([C:9]2[C:17]3[C:16]([NH:18][C@H:19]([C:21]4[N:26]([C:27]5[CH:32]=[CH:31][CH:30]=[CH:29][CH:28]=5)[C:25](=[O:33])[C:24]5=[C:34]([CH3:37])[CH:35]=[CH:36][N:23]5[N:22]=4)[CH3:20])=[N:15][CH:14]=[N:13][C:12]=3[N:11](COCC[Si](C)(C)C)[CH:10]=2)[CH:6]=[CH:5][CH:4]=1.FC(F)(F)C(O)=O.N, predict the reaction product.